From a dataset of Ames mutagenicity test results for genotoxicity prediction. Regression/Classification. Given a drug SMILES string, predict its toxicity properties. Task type varies by dataset: regression for continuous values (e.g., LD50, hERG inhibition percentage) or binary classification for toxic/non-toxic outcomes (e.g., AMES mutagenicity, cardiotoxicity, hepatotoxicity). Dataset: ames. (1) The drug is CCOCC1CO1. The result is 1 (mutagenic). (2) The compound is Cn1c(N)nc2ccccc21. The result is 1 (mutagenic). (3) The molecule is Cc1cc(N(C)C)ccc1N=Nc1ccccc1. The result is 1 (mutagenic). (4) The molecule is Nc1ccc2c(n1)[nH]c1ccccc12. The result is 1 (mutagenic). (5) The drug is CC(=O)c1cc(Cc2ccc(N)c(C(C)=O)c2)ccc1N. The result is 1 (mutagenic). (6) The compound is C1=Cc2c3ccc4ccccc4c3cc3cccc1c23. The result is 1 (mutagenic). (7) The drug is O=NN1CCC=C(C(=O)O)C1. The result is 1 (mutagenic). (8) The drug is CN1C(=O)CCC1c1ccc[n+]([O-])c1. The result is 0 (non-mutagenic). (9) The molecule is CN(C)c1ccc(C2CC3(C)C(CCC3(O)C=CCO)C3CC=C4CC(=O)CCC4=C23)cc1. The result is 0 (non-mutagenic).